This data is from Reaction yield outcomes from USPTO patents with 853,638 reactions. The task is: Predict the reaction yield, written as a fraction of the theoretical maximum amount of product (1.0 means a 100% yield; for example, 0.34 means a 34% yield). (1) The reactants are [F:1][C:2]1[CH:7]=[CH:6][CH:5]=[C:4]([F:8])[C:3]=1[N:9]1[C:14]2[N:15]=[C:16](S(C)=O)[N:17]=[C:18]([C:19]3[CH:20]=[C:21]([CH:28]=[CH:29][C:30]=3[CH3:31])[C:22]([NH:24][CH2:25][CH2:26][CH3:27])=[O:23])[C:13]=2[CH2:12][NH:11][C:10]1=[O:35].[CH3:36][N:37]([CH3:42])[CH2:38][CH2:39][CH2:40][NH2:41]. The catalyst is C(Cl)Cl. The product is [F:1][C:2]1[CH:7]=[CH:6][CH:5]=[C:4]([F:8])[C:3]=1[N:9]1[C:14]2[N:15]=[C:16]([NH:41][CH2:40][CH2:39][CH2:38][N:37]([CH3:42])[CH3:36])[N:17]=[C:18]([C:19]3[CH:20]=[C:21]([CH:28]=[CH:29][C:30]=3[CH3:31])[C:22]([NH:24][CH2:25][CH2:26][CH3:27])=[O:23])[C:13]=2[CH2:12][NH:11][C:10]1=[O:35]. The yield is 0.770. (2) The reactants are [CH2:1]([N:8]([CH2:39][C:40]1[CH:45]=[CH:44][CH:43]=[CH:42][CH:41]=1)[C:9]1[N:14]=[CH:13][N:12]=[C:11]([NH:15][C:16]2[CH:17]=[CH:18][C:19]([O:31][CH2:32][CH2:33][O:34][CH3:35])=[C:20]([N:22]([CH3:30])[C:23](=[O:29])[O:24][C:25]([CH3:28])([CH3:27])[CH3:26])[CH:21]=2)[C:10]=1[N+:36]([O-])=O)[C:2]1[CH:7]=[CH:6][CH:5]=[CH:4][CH:3]=1.[NH4+].[Cl-]. The catalyst is C1COCC1.CCO.O.[Fe]. The product is [NH2:36][C:10]1[C:11]([NH:15][C:16]2[CH:17]=[CH:18][C:19]([O:31][CH2:32][CH2:33][O:34][CH3:35])=[C:20]([N:22]([CH3:30])[C:23](=[O:29])[O:24][C:25]([CH3:26])([CH3:27])[CH3:28])[CH:21]=2)=[N:12][CH:13]=[N:14][C:9]=1[N:8]([CH2:39][C:40]1[CH:41]=[CH:42][CH:43]=[CH:44][CH:45]=1)[CH2:1][C:2]1[CH:7]=[CH:6][CH:5]=[CH:4][CH:3]=1. The yield is 0.960. (3) The reactants are [CH3:1][NH:2][CH3:3].C1COCC1.Cl[C:10]1[C:15]([O:16][CH3:17])=[CH:14][C:13]([N+:18]([O-])=O)=[CH:12][N:11]=1. The catalyst is [Pd]. The product is [CH3:17][O:16][C:15]1[C:10]([N:2]([CH3:3])[CH3:1])=[N:11][CH:12]=[C:13]([NH2:18])[CH:14]=1. The yield is 0.810. (4) The reactants are [CH3:1][C:2]1[O:6][N:5]=[C:4]([C:7]2[CH:12]=[CH:11][CH:10]=[CH:9][CH:8]=2)[C:3]=1[CH2:13][OH:14].[CH3:15][O:16][C:17](=[O:25])[C:18]1[CH:23]=[CH:22][N:21]=[C:20](O)[CH:19]=1.C1(P(C2C=CC=CC=2)C2C=CC=CC=2)C=CC=CC=1.N(C(OCC)=O)=NC(OCC)=O. The catalyst is C1COCC1. The product is [CH3:15][O:16][C:17](=[O:25])[C:18]1[CH:23]=[CH:22][N:21]=[C:20]([O:14][CH2:13][C:3]2[C:4]([C:7]3[CH:12]=[CH:11][CH:10]=[CH:9][CH:8]=3)=[N:5][O:6][C:2]=2[CH3:1])[CH:19]=1. The yield is 0.380.